From a dataset of Catalyst prediction with 721,799 reactions and 888 catalyst types from USPTO. Predict which catalyst facilitates the given reaction. (1) Reactant: [CH2:1]([N:3]1[CH:11]=[C:10]2[C:5]([CH:6]=[C:7]([C:13]([NH:15][C:16]3[CH:21]=[CH:20][C:19]([CH3:22])=[CH:18][N:17]=3)=[O:14])[CH:8]=[C:9]2[OH:12])=[N:4]1)[CH3:2].Cl[C:24]1[N:25]=[CH:26][C:27]([C:30]([N:32]2[CH2:37][CH2:36][O:35][CH2:34][CH2:33]2)=[O:31])=[N:28][CH:29]=1.C(=O)([O-])[O-].[K+].[K+]. Product: [CH2:1]([N:3]1[CH:11]=[C:10]2[C:5]([CH:6]=[C:7]([C:13]([NH:15][C:16]3[CH:21]=[CH:20][C:19]([CH3:22])=[CH:18][N:17]=3)=[O:14])[CH:8]=[C:9]2[O:12][C:24]2[CH:29]=[N:28][C:27]([C:30]([N:32]3[CH2:37][CH2:36][O:35][CH2:34][CH2:33]3)=[O:31])=[CH:26][N:25]=2)=[N:4]1)[CH3:2]. The catalyst class is: 42. (2) Reactant: Cl.[F:2][C:3]1[C:8]([F:9])=[CH:7][CH:6]=[CH:5][C:4]=1[NH:10][C:11](=[O:33])[CH2:12][C:13]1[NH:17][N:16]=[C:15]([NH:18][C:19]2[C:28]3[C:23](=[CH:24][C:25]([O:31][CH3:32])=[CH:26][C:27]=3[O:29]C)[N:22]=[CH:21][N:20]=2)[CH:14]=1.Cl.N1C=CC=CC=1.C(=O)(O)[O-].[Na+]. Product: [F:2][C:3]1[C:8]([F:9])=[CH:7][CH:6]=[CH:5][C:4]=1[NH:10][C:11](=[O:33])[CH2:12][C:13]1[NH:17][N:16]=[C:15]([NH:18][C:19]2[C:28]3[C:23](=[CH:24][C:25]([O:31][CH3:32])=[CH:26][C:27]=3[OH:29])[N:22]=[CH:21][N:20]=2)[CH:14]=1. The catalyst class is: 17. (3) Reactant: Cl[C:2]1[C:6]([C:7]#[N:8])=[C:5]([C:9]2[CH:14]=[CH:13][C:12]([CH3:15])=[CH:11][C:10]=2[F:16])[S:4][N:3]=1.[Al](CC)(CC)[CH2:18][CH3:19]. Product: [CH2:18]([C:2]1[C:6]([C:7]#[N:8])=[C:5]([C:9]2[CH:14]=[CH:13][C:12]([CH3:15])=[CH:11][C:10]=2[F:16])[S:4][N:3]=1)[CH3:19]. The catalyst class is: 203. (4) Reactant: [I-].[CH2:2]([N+:6]1[C:10]([CH3:11])=[C:9]([CH3:12])[S:8][C:7]=1[CH3:13])[CH2:3][CH2:4][CH3:5].[C:14]1([C:24](Cl)=[O:25])[C:23]2[C:18](=[CH:19][CH:20]=[CH:21][CH:22]=2)[CH:17]=[CH:16][CH:15]=1. Product: [CH2:2]([N:6]1[C:10]([CH3:11])=[C:9]([CH3:12])[S:8]/[C:7]/1=[CH:13]\[C:24]([C:14]1[C:23]2[C:18](=[CH:19][CH:20]=[CH:21][CH:22]=2)[CH:17]=[CH:16][CH:15]=1)=[O:25])[CH2:3][CH2:4][CH3:5]. The catalyst class is: 142. (5) Reactant: [CH:1]1([NH:6][C:7]2[CH:8]=[CH:9][CH:10]=[C:11]3[C:15]=2[NH:14][C:13]([C:16]2[S:17][CH2:18][CH:19]([CH2:21][C:22]([OH:24])=O)[N:20]=2)=[CH:12]3)[CH2:5][CH2:4][CH2:3][CH2:2]1.O[NH:26][C:27]([CH:29]1[CH2:33][CH2:32][CH2:31][CH2:30]1)=[NH:28].O. Product: [CH:1]1([NH:6][C:7]2[CH:8]=[CH:9][CH:10]=[C:11]3[C:15]=2[NH:14][C:13]([C:16]2[S:17][CH2:18][C@@H:19]([CH2:21][C:22]4[O:24][N:28]=[C:27]([CH:29]5[CH2:33][CH2:32][CH2:31][CH2:30]5)[N:26]=4)[N:20]=2)=[CH:12]3)[CH2:5][CH2:4][CH2:3][CH2:2]1. The catalyst class is: 9. (6) Reactant: CC1(C)C(C)(C)OB([C:9]2[CH:21]=[CH:20][C:19]3[C:18]4[C:13](=[CH:14][CH:15]=[CH:16][CH:17]=4)[C:12]([CH2:30][CH2:31][CH2:32][CH2:33][CH2:34][CH2:35][CH2:36][CH3:37])([CH2:22][CH2:23][CH2:24][CH2:25][CH2:26][CH2:27][CH2:28][CH3:29])[C:11]=3[CH:10]=2)O1.Br[C:40]1[CH:41]=[C:42]([C:47]2[O:48][C:49]([C:52]3[CH:57]=[CH:56][C:55]([O:58][CH2:59][CH2:60][CH2:61][CH2:62][CH2:63][CH2:64][CH2:65][CH3:66])=[CH:54][CH:53]=3)=[N:50][N:51]=2)[CH:43]=[C:44](Br)[CH:45]=1.C([O-])([O-])=O.[Na+].[Na+]. Product: [CH2:22]([C:12]1([CH2:30][CH2:31][CH2:32][CH2:33][CH2:34][CH2:35][CH2:36][CH3:37])[C:13]2[CH:14]=[C:15]([C:40]3[CH:41]=[C:42]([C:47]4[O:48][C:49]([C:52]5[CH:57]=[CH:56][C:55]([O:58][CH2:59][CH2:60][CH2:61][CH2:62][CH2:63][CH2:64][CH2:65][CH3:66])=[CH:54][CH:53]=5)=[N:50][N:51]=4)[CH:43]=[C:44]([C:9]4[CH:21]=[CH:20][C:19]5[C:18]6[C:13](=[CH:14][CH:15]=[CH:16][CH:17]=6)[C:12]([CH2:30][CH2:31][CH2:32][CH2:33][CH2:34][CH2:35][CH2:36][CH3:37])([CH2:22][CH2:23][CH2:24][CH2:25][CH2:26][CH2:27][CH2:28][CH3:29])[C:11]=5[CH:10]=4)[CH:45]=3)[CH:16]=[CH:17][C:18]=2[C:19]2[C:11]1=[CH:10][CH:9]=[CH:21][CH:20]=2)[CH2:23][CH2:24][CH2:25][CH2:26][CH2:27][CH2:28][CH3:29]. The catalyst class is: 11.